This data is from Catalyst prediction with 721,799 reactions and 888 catalyst types from USPTO. The task is: Predict which catalyst facilitates the given reaction. (1) Reactant: [O:1]1[C:10]2[CH:9]=[C:8]([CH2:11][NH:12][CH:13]3[CH2:18][CH2:17][N:16]([CH2:19][CH2:20][N:21]4[C:30]5[C:25](=[CH:26][CH:27]=[C:28]([C:31]#[N:32])[CH:29]=5)[N:24]=[CH:23][C:22]4=[O:33])[CH2:15][CH2:14]3)[N:7]=[CH:6][C:5]=2[O:4][CH2:3][CH2:2]1.[ClH:34].C(OCC)(=O)C. Product: [ClH:34].[O:1]1[C:10]2[CH:9]=[C:8]([CH2:11][NH:12][CH:13]3[CH2:18][CH2:17][N:16]([CH2:19][CH2:20][N:21]4[C:30]5[C:25](=[CH:26][CH:27]=[C:28]([C:31]#[N:32])[CH:29]=5)[N:24]=[CH:23][C:22]4=[O:33])[CH2:15][CH2:14]3)[N:7]=[CH:6][C:5]=2[O:4][CH2:3][CH2:2]1. The catalyst class is: 22. (2) Reactant: C1(C)C=CC(S(O[CH2:11][CH:12]2[CH2:17][CH2:16][C:15]([F:19])([F:18])[CH2:14][CH2:13]2)(=O)=O)=CC=1.O.[Br-:22].[Li+].O. Product: [Br:22][CH2:11][CH:12]1[CH2:17][CH2:16][C:15]([F:19])([F:18])[CH2:14][CH2:13]1. The catalyst class is: 21. (3) Reactant: [CH3:1][O:2][C:3]1[CH:20]=[CH:19][C:6]([CH2:7][O:8][CH2:9][CH:10]=[CH:11][CH2:12][O:13][C:14](=[O:18])[CH:15]=[N+]=[N-])=[CH:5][CH:4]=1. Product: [CH3:1][O:2][C:3]1[CH:20]=[CH:19][C:6]([CH2:7][O:8][CH2:9][C@@H:10]2[C@@H:15]3[C@H:11]2[CH2:12][O:13][C:14]3=[O:18])=[CH:5][CH:4]=1. The catalyst class is: 4. (4) Product: [NH2:1][C:2](=[O:17])[C@@H:3]([NH:5][C:6]1[N:11]=[C:10]([Cl:12])[N:9]=[C:8]([C:13]([OH:15])=[O:14])[CH:7]=1)[CH3:4]. Reactant: [NH2:1][C:2](=[O:17])[C@@H:3]([NH:5][C:6]1[N:11]=[C:10]([Cl:12])[N:9]=[C:8]([C:13]([O:15]C)=[O:14])[CH:7]=1)[CH3:4].[OH-].[K+]. The catalyst class is: 24. (5) Reactant: [Br:1][C:2]1[CH:7]=[C:6]([F:8])[CH:5]=[CH:4][C:3]=1[CH:9]1[C:14]([C:15]([O:17][CH2:18][CH3:19])=[O:16])=[C:13]([CH2:20][N:21]2[CH2:26][CH2:25][O:24][CH2:23][CH:22]2[C:27](=[O:35])[NH:28][CH2:29][C:30]([O:32]CC)=[O:31])[NH:12][C:11]([C:36]2[S:37][CH:38]=[CH:39][N:40]=2)=[N:10]1.[OH-].[Na+]. Product: [Br:1][C:2]1[CH:7]=[C:6]([F:8])[CH:5]=[CH:4][C:3]=1[CH:9]1[N:10]=[C:11]([C:36]2[S:37][CH:38]=[CH:39][N:40]=2)[NH:12][C:13]([CH2:20][N:21]2[CH2:26][CH2:25][O:24][CH2:23][CH:22]2[C:27]([NH:28][CH2:29][C:30]([OH:32])=[O:31])=[O:35])=[C:14]1[C:15]([O:17][CH2:18][CH3:19])=[O:16]. The catalyst class is: 40. (6) Reactant: [CH3:1][O-].[Na+].[NH2:4][C:5]1[CH:10]=[CH:9][C:8]([S:11][C:12]2[C:13]([CH2:29][CH3:30])=[N:14][N:15]([CH2:19][CH2:20][NH:21][C:22](=[O:28])[O:23][C:24]([CH3:27])([CH3:26])[CH3:25])[C:16]=2[CH2:17][CH3:18])=[CH:7][CH:6]=1.[BH4-].[Na+]. Product: [CH2:29]([C:13]1[C:12]([S:11][C:8]2[CH:9]=[CH:10][C:5]([NH:4][CH3:1])=[CH:6][CH:7]=2)=[C:16]([CH2:17][CH3:18])[N:15]([CH2:19][CH2:20][NH:21][C:22](=[O:28])[O:23][C:24]([CH3:25])([CH3:27])[CH3:26])[N:14]=1)[CH3:30]. The catalyst class is: 5.